From a dataset of Forward reaction prediction with 1.9M reactions from USPTO patents (1976-2016). Predict the product of the given reaction. (1) The product is: [NH2:1][C:2]1[CH:7]=[C:6]([NH:8][S:23]([C:20]2[CH:21]=[CH:22][C:17]([CH3:27])=[CH:18][CH:19]=2)(=[O:25])=[O:24])[CH:5]=[CH:4][C:3]=1[CH3:9]. Given the reactants [NH2:1][C:2]1[CH:7]=[C:6]([NH2:8])[CH:5]=[CH:4][C:3]=1[CH3:9].C(N(CC)CC)C.[C:17]1([CH3:27])[CH:22]=[CH:21][C:20]([S:23](Cl)(=[O:25])=[O:24])=[CH:19][CH:18]=1, predict the reaction product. (2) Given the reactants [Cl:1][C:2]1[C:3]([C:27]([F:30])([F:29])[F:28])=[N:4][N:5]([CH2:8][C:9]([N:11]2[CH2:16][CH2:15][C:14]([C:20]3[CH:25]=[CH:24][C:23]([Cl:26])=[CH:22][CH:21]=3)([C:17](O)=[O:18])[CH2:13][CH2:12]2)=[O:10])[C:6]=1[CH3:7].[NH:31]1[CH2:36][CH2:35][NH:34][CH2:33][CH2:32]1.F[P-](F)(F)(F)(F)F.N1(O[P+](N(C)C)(N(C)C)N(C)C)C2C=CC=CC=2N=N1, predict the reaction product. The product is: [Cl:1][C:2]1[C:3]([C:27]([F:28])([F:29])[F:30])=[N:4][N:5]([CH2:8][C:9]([N:11]2[CH2:16][CH2:15][C:14]([C:20]3[CH:21]=[CH:22][C:23]([Cl:26])=[CH:24][CH:25]=3)([C:17]([N:31]3[CH2:36][CH2:35][NH:34][CH2:33][CH2:32]3)=[O:18])[CH2:13][CH2:12]2)=[O:10])[C:6]=1[CH3:7].